Dataset: Reaction yield outcomes from USPTO patents with 853,638 reactions. Task: Predict the reaction yield, written as a fraction of the theoretical maximum amount of product (1.0 means a 100% yield; for example, 0.34 means a 34% yield). (1) The reactants are [CH3:1][O:2][C:3]1[CH:4]=[CH:5][C:6]2[N:11]=[CH:10][C:9](=[O:12])[NH:8][C:7]=2[N:13]=1.[H-].[Na+].[N+](C1C=C(S(O[CH2:29][C@H:30]2[O:32][CH2:31]2)(=O)=O)C=CC=1)([O-])=O.O. The catalyst is CN(C)C=O. The product is [CH3:1][O:2][C:3]1[CH:4]=[CH:5][C:6]2[N:11]=[CH:10][C:9](=[O:12])[N:8]([CH2:29][C@@H:30]3[CH2:31][O:32]3)[C:7]=2[N:13]=1. The yield is 0.760. (2) The catalyst is C(OCC)(=O)C. The reactants are [S:1]1[CH:5]=[CH:4][CH:3]=[C:2]1[CH2:6][CH2:7][NH:8][S:9]([NH:12]C(=O)OCC1C=CC=CC=1)(=[O:11])=[O:10].Br.C(O)(=O)C.C(O)(=O)C.C(=O)([O-])O.[Na+]. The product is [S:1]1[CH:5]=[CH:4][CH:3]=[C:2]1[CH2:6][CH2:7][NH:8][S:9]([NH2:12])(=[O:11])=[O:10]. The yield is 0.660. (3) The reactants are O.[NH2:2][NH2:3].[Br:4][C:5]1[CH:6]=[CH:7][C:8]([C:11]([O:13]C)=O)=[N:9][CH:10]=1. The catalyst is CO. The product is [Br:4][C:5]1[CH:6]=[CH:7][C:8]([C:11]([NH:2][NH2:3])=[O:13])=[N:9][CH:10]=1. The yield is 0.890. (4) The reactants are [C:1]([N:4]1[CH2:10][C:9]2[CH:11]=[CH:12][C:13]([C:15](OC)=[O:16])=[CH:14][C:8]=2[O:7][CH2:6][C@@H:5]1[CH3:19])(=[O:3])[CH3:2].[OH-:20].[Na+].[NH2:22]O. The catalyst is C1COCC1.CO. The product is [C:1]([N:4]1[CH2:10][C:9]2[CH:11]=[CH:12][C:13]([C:15]([NH:22][OH:20])=[O:16])=[CH:14][C:8]=2[O:7][CH2:6][C@@H:5]1[CH3:19])(=[O:3])[CH3:2]. The yield is 0.100. (5) The reactants are [F:1][C:2]1[C:3]([CH2:11][OH:12])=[C:4]2[CH:10]=[CH:9][NH:8][C:5]2=[N:6][CH:7]=1. The catalyst is C1COCC1.[O-2].[O-2].[Mn+4]. The product is [F:1][C:2]1[CH:7]=[N:6][C:5]2[NH:8][CH:9]=[CH:10][C:4]=2[C:3]=1[CH:11]=[O:12]. The yield is 0.655. (6) The reactants are [C:1]([CH2:3][C:4]([NH2:6])=[O:5])#[N:2].C(O/[CH:10]=[CH:11]/[C:12](=O)[C:13]([F:16])([F:15])[F:14])C. The catalyst is O1CCOCC1. The product is [OH:5][C:4]1[N:6]=[C:12]([C:13]([F:16])([F:15])[F:14])[CH:11]=[CH:10][C:3]=1[C:1]#[N:2]. The yield is 0.790. (7) The reactants are [Br:1][C:2]1[CH:3]=[C:4](I)[CH:5]=[CH:6][CH:7]=1.[Br:9][C:10]1[CH:11]=[C:12](B(O)O)[CH:13]=[CH:14][CH:15]=1.C(=O)([O-])[O-].[Na+].[Na+]. The catalyst is C1(C)C=CC=CC=1. The product is [Br:1][C:2]1[CH:3]=[C:4]([C:14]2[CH:13]=[CH:12][CH:11]=[C:10]([Br:9])[CH:15]=2)[CH:5]=[CH:6][CH:7]=1. The yield is 0.710. (8) The reactants are [CH3:1][CH:2]([CH3:17])[C:3]([N:5]1[CH2:10][CH2:9][N:8]2[N:11]=[C:12]([N+:14]([O-])=O)[CH:13]=[C:7]2[CH2:6]1)=[O:4]. The catalyst is CO.[Pd]. The product is [NH2:14][C:12]1[CH:13]=[C:7]2[CH2:6][N:5]([C:3](=[O:4])[CH:2]([CH3:1])[CH3:17])[CH2:10][CH2:9][N:8]2[N:11]=1. The yield is 0.980. (9) The product is [Cl:1][C:2]1[CH:9]=[CH:8][C:5]([C:6](=[N:10][OH:11])[NH2:7])=[CH:4][CH:3]=1. The reactants are [Cl:1][C:2]1[CH:9]=[CH:8][C:5]([C:6]#[N:7])=[CH:4][CH:3]=1.[NH2:10][OH:11]. The catalyst is CCO. The yield is 0.760.